Dataset: Full USPTO retrosynthesis dataset with 1.9M reactions from patents (1976-2016). Task: Predict the reactants needed to synthesize the given product. (1) Given the product [Br:21][C:19]1[CH:18]=[N:17][CH:16]=[C:15]([O:14][C@@H:10]2[CH2:11][CH2:12][CH2:13][NH:8][CH2:9]2)[CH:20]=1, predict the reactants needed to synthesize it. The reactants are: C(OC([N:8]1[CH2:13][CH2:12][CH2:11][C@@H:10]([O:14][C:15]2[CH:16]=[N:17][CH:18]=[C:19]([Br:21])[CH:20]=2)[CH2:9]1)=O)(C)(C)C. (2) Given the product [ClH:2].[F:30][C:31]1[CH:36]=[CH:35][CH:34]=[CH:33][C:32]=1[NH:37][C:38]([NH:39][C:40]1[CH:41]=[CH:42][C:43]([C:46]2[S:50][C:49]([CH:51]3[CH2:56][CH2:55][NH:54][CH2:53][CH2:52]3)=[N:48][CH:47]=2)=[CH:44][CH:45]=1)=[O:64], predict the reactants needed to synthesize it. The reactants are: Cl.[Cl:2]C1C=CC=CC=1NC(NC1C=CC(C2SC(C3CCNCC3)=NC=2)=CC=1)=O.[F:30][C:31]1[CH:36]=[CH:35][CH:34]=[CH:33][C:32]=1[NH:37][C:38](=[O:64])[NH:39][C:40]1[CH:45]=[CH:44][C:43]([C:46]2[S:50][C:49]([CH:51]3[CH2:56][CH2:55][N:54](C(OC(C)(C)C)=O)[CH2:53][CH2:52]3)=[N:48][CH:47]=2)=[CH:42][CH:41]=1.Cl.